This data is from Peptide-MHC class I binding affinity with 185,985 pairs from IEDB/IMGT. The task is: Regression. Given a peptide amino acid sequence and an MHC pseudo amino acid sequence, predict their binding affinity value. This is MHC class I binding data. (1) The peptide sequence is YLDNVGVHI. The MHC is HLA-B51:01 with pseudo-sequence HLA-B51:01. The binding affinity (normalized) is 0.0847. (2) The peptide sequence is RMLPKLAEF. The MHC is HLA-B58:01 with pseudo-sequence HLA-B58:01. The binding affinity (normalized) is 0.609. (3) The peptide sequence is QPAGGKAEF. The MHC is HLA-A02:12 with pseudo-sequence HLA-A02:12. The binding affinity (normalized) is 0.0847. (4) The peptide sequence is TVGMSIVCI. The MHC is HLA-A02:02 with pseudo-sequence HLA-A02:02. The binding affinity (normalized) is 0.162. (5) The peptide sequence is AEAQCTEAS. The MHC is HLA-B44:03 with pseudo-sequence HLA-B44:03. The binding affinity (normalized) is 0.627.